This data is from Reaction yield outcomes from USPTO patents with 853,638 reactions. The task is: Predict the reaction yield, written as a fraction of the theoretical maximum amount of product (1.0 means a 100% yield; for example, 0.34 means a 34% yield). (1) The reactants are [OH-].[Na+].[F:3][C:4]1[CH:9]=[CH:8][C:7]([NH:10][C:11]2[N:16]=[CH:15][C:14]3[CH:17]=[C:18]([C:24]4[CH:25]=[N:26][N:27](C(OC(C)(C)C)=O)[CH:28]=4)[N:19]([S:20]([CH3:23])(=[O:22])=[O:21])[C:13]=3[CH:12]=2)=[CH:6][CH:5]=1.ClC1N=CC2C=C(C3C=NN(C(OC(C)(C)C)=O)C=3)N(S(C)(=O)=O)C=2C=1. The catalyst is CCO. The product is [F:3][C:4]1[CH:5]=[CH:6][C:7]([NH:10][C:11]2[N:16]=[CH:15][C:14]3[CH:17]=[C:18]([C:24]4[CH:25]=[N:26][NH:27][CH:28]=4)[N:19]([S:20]([CH3:23])(=[O:21])=[O:22])[C:13]=3[CH:12]=2)=[CH:8][CH:9]=1. The yield is 0.200. (2) The reactants are O1CCCCC1[O:7][CH2:8][CH2:9][CH2:10][CH2:11][CH2:12][CH2:13][O:14][C:15]1[CH:16]=[C:17]([C:21]2[N:26]=[C:25]([C:27]([O:29][CH3:30])=[O:28])[CH:24]=[CH:23][CH:22]=2)[CH:18]=[CH:19][CH:20]=1.O.C1(C)C=CC(S(O)(=O)=O)=CC=1.C(OCC)(=O)C.CCCCCC. The catalyst is CO. The product is [OH:7][CH2:8][CH2:9][CH2:10][CH2:11][CH2:12][CH2:13][O:14][C:15]1[CH:16]=[C:17]([C:21]2[N:26]=[C:25]([C:27]([O:29][CH3:30])=[O:28])[CH:24]=[CH:23][CH:22]=2)[CH:18]=[CH:19][CH:20]=1. The yield is 0.650.